Dataset: Full USPTO retrosynthesis dataset with 1.9M reactions from patents (1976-2016). Task: Predict the reactants needed to synthesize the given product. (1) Given the product [F:32][CH:30]([F:31])[C:29]1[C:24]2[N:25]([C:21]([C:4]3[C:3]([C:1]#[N:2])=[CH:8][N:7]=[C:6]([NH:9][CH:10]([C:12]4[CH:20]=[CH:19][CH:18]=[C:14]([CH2:15][OH:16])[CH:13]=4)[CH3:11])[N:5]=3)=[CH:22][N:23]=2)[CH:26]=[CH:27][CH:28]=1, predict the reactants needed to synthesize it. The reactants are: [C:1]([C:3]1[C:4]([C:21]2[N:25]3[CH:26]=[CH:27][CH:28]=[C:29]([CH:30]([F:32])[F:31])[C:24]3=[N:23][CH:22]=2)=[N:5][C:6]([NH:9][CH:10]([C:12]2[CH:13]=[C:14]([CH:18]=[CH:19][CH:20]=2)[C:15](O)=[O:16])[CH3:11])=[N:7][CH:8]=1)#[N:2].C1N=CN(C(N2C=NC=C2)=O)C=1.[Na].C(=O)([O-])O.[Na+]. (2) Given the product [CH3:1][S:2]([C:5]1[N:10]=[C:9]([O:35][C:36]2[CH:41]=[CH:40][CH:39]=[CH:38][N:37]=2)[C:8]([C:15]2[CH:20]=[CH:19][C:18]([Cl:21])=[CH:17][CH:16]=2)=[C:7]([C:22]2[CH:27]=[CH:26][C:25]([Cl:28])=[CH:24][C:23]=2[Cl:29])[N:6]=1)(=[O:3])=[O:4], predict the reactants needed to synthesize it. The reactants are: [CH3:1][S:2]([C:5]1[N:10]=[C:9](S(C)(=O)=O)[C:8]([C:15]2[CH:20]=[CH:19][C:18]([Cl:21])=[CH:17][CH:16]=2)=[C:7]([C:22]2[CH:27]=[CH:26][C:25]([Cl:28])=[CH:24][C:23]=2[Cl:29])[N:6]=1)(=[O:4])=[O:3].C([Li])CCC.[OH:35][C:36]1[CH:41]=[CH:40][CH:39]=[CH:38][N:37]=1. (3) Given the product [F:38][C:39]([F:45])([F:44])[S:40]([O-:43])(=[O:42])=[O:41].[NH+:56]1[CH:57]=[CH:58][CH:59]=[CH:60][CH:55]=1, predict the reactants needed to synthesize it. The reactants are: C1([Si](OC)(OC)OC)C=CC=CC=1.C(O[Si](OCC)(OCC)OCC)C.C[Si](OCC)(OCC)OCC.[F:38][C:39]([F:45])([F:44])[S:40]([O-:43])(=[O:42])=[O:41].CO[Si](CC[C:55]1[CH:60]=[CH:59][CH:58]=[CH:57][N+:56]=1C)(OC)OC.Cl.C(OCC(O)C)C. (4) Given the product [Cl:3][C:4]1[CH:12]=[CH:11][CH:10]=[C:9]2[C:5]=1[CH:6]=[CH:7][N:8]2[CH3:13], predict the reactants needed to synthesize it. The reactants are: [H-].[Na+].[Cl:3][C:4]1[CH:12]=[CH:11][CH:10]=[C:9]2[C:5]=1[CH:6]=[CH:7][NH:8]2.[CH3:13]I. (5) Given the product [NH2:1][C:2]1[C:11]2[C:6](=[C:7]([C:23]3[CH:22]=[CH:21][C:20]([F:19])=[C:25]([F:26])[CH:24]=3)[CH:8]=[CH:9][CH:10]=2)[N:5]=[N:4][C:3]=1[C:13]([NH:15][CH2:16][CH2:17][CH3:18])=[O:14], predict the reactants needed to synthesize it. The reactants are: [NH2:1][C:2]1[C:11]2[C:6](=[C:7](Br)[CH:8]=[CH:9][CH:10]=2)[N:5]=[N:4][C:3]=1[C:13]([NH:15][CH2:16][CH2:17][CH3:18])=[O:14].[F:19][C:20]1[CH:21]=[C:22](B(O)O)[CH:23]=[CH:24][C:25]=1[F:26]. (6) Given the product [CH3:19][O:20][CH2:21][CH2:22][N:23]([CH3:31])[C:24]1[N:25]=[CH:26][C:27]([NH:30][C:13]([C:11]2[N:12]=[C:8]([C:3]3[CH:4]=[CH:5][CH:6]=[CH:7][C:2]=3[Cl:1])[O:9][C:10]=2[CH2:16][CH2:17][CH3:18])=[O:15])=[CH:28][CH:29]=1, predict the reactants needed to synthesize it. The reactants are: [Cl:1][C:2]1[CH:7]=[CH:6][CH:5]=[CH:4][C:3]=1[C:8]1[O:9][C:10]([CH2:16][CH2:17][CH3:18])=[C:11]([C:13]([OH:15])=O)[N:12]=1.[CH3:19][O:20][CH2:21][CH2:22][N:23]([CH3:31])[C:24]1[CH:29]=[CH:28][C:27]([NH2:30])=[CH:26][N:25]=1. (7) The reactants are: [N+:1]([C:4]1[CH:5]=[C:6]([CH2:10][C:11]([NH:13][C@H:14]([C:16]([OH:18])=O)[CH3:15])=[O:12])[CH:7]=[CH:8][CH:9]=1)([O-:3])=[O:2].[CH2:19]([O:21][C:22](=[O:33])[C@H:23]([CH2:25][C:26]1[CH:31]=[CH:30][C:29]([OH:32])=[CH:28][CH:27]=1)[NH2:24])[CH3:20]. Given the product [CH2:19]([O:21][C:22](=[O:33])[C@H:23]([CH2:25][C:26]1[CH:27]=[CH:28][C:29]([OH:32])=[CH:30][CH:31]=1)[NH:24][C:16](=[O:18])[C@H:14]([CH3:15])[NH:13][C:11](=[O:12])[CH2:10][C:6]1[CH:7]=[CH:8][CH:9]=[C:4]([N+:1]([O-:3])=[O:2])[CH:5]=1)[CH3:20], predict the reactants needed to synthesize it.